Predict which catalyst facilitates the given reaction. From a dataset of Catalyst prediction with 721,799 reactions and 888 catalyst types from USPTO. (1) Reactant: C1C(=O)N(OC(ON2C(=O)CCC2=O)=O)[C:3](=[O:4])C1.[NH2:19][C:20]1[CH:25]=[C:24]([O:26][CH3:27])[CH:23]=[CH:22][C:21]=1[NH:28][C:29]([NH:31][C:32]1[CH:37]=[CH:36][CH:35]=[CH:34][CH:33]=1)=[O:30]. Product: [C:32]1([NH:31][C:29]([N:28]2[C:21]3[CH:22]=[CH:23][C:24]([O:26][CH3:27])=[CH:25][C:20]=3[NH:19][C:3]2=[O:4])=[O:30])[CH:33]=[CH:34][CH:35]=[CH:36][CH:37]=1. The catalyst class is: 10. (2) Reactant: [Cl:1][C:2]1[CH:24]=[CH:23][C:5]([CH:6]([O:14][C@@H:15]2[CH2:19][CH2:18][N:17]([C:20](Cl)=[O:21])[CH2:16]2)[C:7]2[CH:12]=[CH:11][C:10]([Cl:13])=[CH:9][CH:8]=2)=[CH:4][CH:3]=1.[NH:25]1[CH2:30][CH2:29][CH2:28][CH2:27][CH2:26]1.C(N(CC)CC)C. Product: [N:25]1([C:20]([N:17]2[CH2:18][CH2:19][C@@H:15]([O:14][CH:6]([C:5]3[CH:4]=[CH:3][C:2]([Cl:1])=[CH:24][CH:23]=3)[C:7]3[CH:12]=[CH:11][C:10]([Cl:13])=[CH:9][CH:8]=3)[CH2:16]2)=[O:21])[CH2:30][CH2:29][CH2:28][CH2:27][CH2:26]1. The catalyst class is: 4.